Dataset: Catalyst prediction with 721,799 reactions and 888 catalyst types from USPTO. Task: Predict which catalyst facilitates the given reaction. (1) Reactant: [C:1]([C:4]1[CH:9]=[CH:8][C:7]([C:10]2[CH:15]=[CH:14][CH:13]=[C:12]([CH:16]3[N:20]([C:21]4[CH:26]=[CH:25][CH:24]=[CH:23][C:22]=4[Cl:27])[N:19]=[C:18]([C:28]([F:34])([F:33])[C:29]([F:32])([F:31])[F:30])[CH2:17]3)[CH:11]=2)=[CH:6][CH:5]=1)(=[O:3])[CH3:2].[BH4-].[Na+]. Product: [Cl:27][C:22]1[CH:23]=[CH:24][CH:25]=[CH:26][C:21]=1[N:20]1[CH:16]([C:12]2[CH:11]=[C:10]([C:7]3[CH:8]=[CH:9][C:4]([CH:1]([OH:3])[CH3:2])=[CH:5][CH:6]=3)[CH:15]=[CH:14][CH:13]=2)[CH2:17][C:18]([C:28]([F:34])([F:33])[C:29]([F:30])([F:31])[F:32])=[N:19]1. The catalyst class is: 5. (2) Reactant: [C:1]([O:5][C:6](=[O:28])[NH:7][C:8]1[O:9][CH2:10][C@@:11]2([N:27]=1)[C:20]1([CH2:23][O:22][CH2:21]1)[C:19]([CH3:25])([CH3:24])[O:18][C:17]1[C:12]2=[CH:13][C:14]([NH2:26])=[CH:15][CH:16]=1)([CH3:4])([CH3:3])[CH3:2].[Cl:29][C:30]1[CH:31]=[CH:32][C:33]([C:36](O)=[O:37])=[N:34][CH:35]=1.Cl.CN(C)CCCN=C=NCC.ON1C2C=CC=CC=2N=N1.C(N(CC)C(C)C)(C)C. Product: [C:1]([O:5][C:6](=[O:28])[NH:7][C:8]1[O:9][CH2:10][C@@:11]2([N:27]=1)[C:20]1([CH2:23][O:22][CH2:21]1)[C:19]([CH3:25])([CH3:24])[O:18][C:17]1[C:12]2=[CH:13][C:14]([NH:26][C:36]([C:33]2[CH:32]=[CH:31][C:30]([Cl:29])=[CH:35][N:34]=2)=[O:37])=[CH:15][CH:16]=1)([CH3:4])([CH3:2])[CH3:3]. The catalyst class is: 2.